Dataset: Experimentally validated miRNA-target interactions with 360,000+ pairs, plus equal number of negative samples. Task: Binary Classification. Given a miRNA mature sequence and a target amino acid sequence, predict their likelihood of interaction. (1) The miRNA is hsa-miR-584-3p with sequence UCAGUUCCAGGCCAACCAGGCU. The protein sequence of the target gene is MNMANFLRGFEEKGIKNDRPEDQLSKEKKKILFSFCEVCNIQLNSAAQAQVHSNGKSHRKRVKQLSDGQPPPPAQASPSSNSSTGSTCHTTTLPALVRTPTLMMQPSLDIKPFMSFPVDSSSAVGLFPNFNTMDPVQKAVINHTFGVSIPPKKKQVISCNVCQLRFNSDSQAEAHYKGSKHAKKVKALDATKNKPKMVPSKDSAKANPSCSITPITGNNSDKSEDKGKLKASSSSQPSSSESGSFLLKSGTTPLPPGAATSPSKSTNGAPGTVVESEEEKAKKLLYCSLCKVAVNSLSQL.... Result: 0 (no interaction). (2) The miRNA is mmu-miR-466n-3p with sequence UAUACAUGAGAGCAUACAUAGA. The protein sequence of the target gene is MSRPSSVSPRPPAPSGGGTGGGGGGSGGGGGGGGGGPASCGPGGGGRAKGLKDIRIDEEVKIAVNIALERFRYGDQREMEFPSSLTSTERAFIHRLSQSLGLVSKSKGKGANRYLTVKKKDGSETAHAMMTCNLTHNTKHAVRSLIQRFPVTNKERTELLPKTERGNVFAVEAENREMSKTSGRLNNGIPQVPVKRGESEFDSFRQSLPVFEKQEEIVKIIKENKVVLIVGETGSGKTTQIPQFLLDDCFKNGIPCRIFCTQPRRLAAIAVAERVAAERRERIGQTIGYQIRLESRVSPK.... Result: 1 (interaction). (3) Result: 1 (interaction). The protein sequence of the target gene is MPREDAHFIYGYPKKGHGHSYTTAEEAAGIGILTVILGVLLLIGCWYCRRRNGYRALMDKSLHVGTQCALTRRCPQEGFDHRDSKVSLQEKNCEPVVPNAPPAYEKLSAEQSPPPYSP. The miRNA is hsa-miR-4645-3p with sequence AGACAGUAGUUCUUGCCUGGUU. (4) The protein sequence of the target gene is MATAALLRGATPGRGGPVWRWRLRAAPRCRLAHSSCSPGGDPTAGAAWACFRLDGRTLLRVRGPDAAPFLLGLLTNELPLPSPAAAGAPPAARAGYAHFLNVQGRTLYDVILYGLQEHSEVSGFLLECDSSVQGALQKHLALYRIRRKVTVEPHPELRVWAVLPSSPEACGAASLQERAGAAAILIRDPRTARMGWRLLTQDEGPALVPGGRLGDLWDYHQHRYLQGVPEGVRDLPPGVALPLESNLAFMNGVSFTKGCYIGQELTARTHHMGVIRKRLFPVRFLDPLPTSGITPGATVL.... Result: 0 (no interaction). The miRNA is hsa-miR-1224-3p with sequence CCCCACCUCCUCUCUCCUCAG. (5) The miRNA is hsa-miR-335-5p with sequence UCAAGAGCAAUAACGAAAAAUGU. The protein sequence of the target gene is MSPAAPVPPDSALESPFEEMALVRGGWLWRQSSILRRWKRNWFALWLDGTLGYYHDETAQDEEDRVLIHFNVRDIKIGPECHDVQPPEGRSRDGLLTVNLREGGRLHLCAETKDDALAWKTALLEANSTPAPAGATVPPRSRRVCSKVRCVTRSWSPCKVERRIWVRVYSPYQDYYEVVPPNAHEATYVRSYYGPPYAGPGVTHVIVREDPCYSAGAPLAMGMLAGAATGAALGSLMWSPCWF. Result: 1 (interaction). (6) The miRNA is hsa-miR-4735-5p with sequence CCUAAUUUGAACACCUUCGGUA. The protein sequence of the target gene is MEPQLGPEAAALRPGWLALLLWVSALSCSFSLPASSLSSLVPQVRTSYNFGRTFLGLDKCNACIGTSICKKFFKEEIRSDNWLASHLGLPPDSLLSYPANYSDDSKIWRPVEIFRLVSKYQNEISDRRICASASAPKTCSIERVLRKTERFQKWLQAKRLTPDLVQGLASPLLRCPSQRLLDRVVRRYAEVADAGSIFMDHFTDRDKLRLLYTLAVNSHPILLQIFPGAEGWPLPKYLGSCGRFLVSTSTRPLQEFYDAPPDQAADLAYQLLGVLESLRSNDLNYFFYFTHIDAGMFGVF.... Result: 1 (interaction). (7) The protein sequence of the target gene is MADTVLFEFLHTEMVAELWAHDPDPGPGGQKMSLSVLEGMGFRVGQALGERLPRETLAFREELDVLKFLCKDLWVAVFQKQMDSLRTNHQGTYVLQDNSFPLLLPMASGLQYLEEAPKFLAFTCGLLRGALYTLGIESVVTASVAALPVCKFQVVIPKS. The miRNA is hsa-miR-10b-3p with sequence ACAGAUUCGAUUCUAGGGGAAU. Result: 1 (interaction). (8) The miRNA is hsa-miR-3128 with sequence UCUGGCAAGUAAAAAACUCUCAU. Result: 0 (no interaction). The protein sequence of the target gene is MFVLVEMVDTVRIPPWQFERKLNDSIAEELNKKLANKVVYNVGLCICLFDITKLEDAYVFPGDGASHTKVHFRCVVFHPFLDEILIGKIKGCSPEGVHVSLGFFDDILIPPESLQQPAKFDEAEQVWVWEYETEEGAHDLYMDTGEEIRFRVVDESFVDTSPTGPSSADATTSSEELPKKEAPYTLVGSISEPGLGLLSWWTSN. (9) The miRNA is mmu-miR-542-3p with sequence UGUGACAGAUUGAUAACUGAAA. The protein sequence of the target gene is MPPSPLDDRVVVALSRPVRPQDLNLCLDSSYLGSANPGSNSHPPVIATTVVSLKAANLTYMPSSSGSARSLNCGCSSASCCTVATYDKDNQAQTQAIAAGTTTTAIGTSTTCPANQMVNNNENTGSLSPSSGVGSPVSGTPKQLASIKIIYPNDLAKKMTKCSKSHLPSQGPVIIDCRPFMEYNKSHIQGAVHINCADKISRRRLQQGKITVLDLISCREGKDSFKRIFSKEIIVYDENTNEPSRVMPSQPLHIVLESLKREGKEPLVLKGGLSSFKQNHENLCDNSLQLQECREVGGGA.... Result: 0 (no interaction). (10) The miRNA is hsa-let-7b-5p with sequence UGAGGUAGUAGGUUGUGUGGUU. The protein sequence of the target gene is MSGTKPDILWAPHHVDRFVVCDSELSLYHVESTVNSELKAGSLRLSEDSAATLLSINSDTPYMKCVAWYLNYDPECLLAVGQANGRVVLTSLGQDHNSKFKDLIGKEFVPKHARQCNTLAWNPLDSNWLAAGLDKHRADFSVLIWDICSKYTPDIVPMEKVKLSAGETETTLLVTKPLYELGQNDACLSLCWLPRDQKLLLAGMHRNLAIFDLRNTSQKMFVNTKAVQGVTVDPYFHDRVASFYEGQVAIWDLRKFEKPVLTLTEQPKPLTKVAWCPTRTGLLATLTRDSNIIRLYDMQH.... Result: 1 (interaction).